From a dataset of Full USPTO retrosynthesis dataset with 1.9M reactions from patents (1976-2016). Predict the reactants needed to synthesize the given product. (1) Given the product [OH:24][CH2:12][CH2:11][CH2:10][C:13]1[N:14]=[N+:15]([O-:23])[C:16]2[CH:22]=[CH:21][CH:20]=[CH:19][C:17]=2[N:18]=1, predict the reactants needed to synthesize it. The reactants are: B1C2CCCC1CCC2.[CH2:10]([C:13]1[N:14]=[N+:15]([O-:23])[C:16]2[CH:22]=[CH:21][CH:20]=[CH:19][C:17]=2[N:18]=1)[CH:11]=[CH2:12].[OH-:24].[Na+].OO. (2) Given the product [CH:1]1([C:7]2[C:15]3[C:14](=[O:16])[NH:13][C:12]([C:17]4[CH:22]=[CH:21][C:20]([S:23]([N:31]5[CH2:37][CH2:36][CH2:35][NH:34][CH2:33][CH2:32]5)(=[O:25])=[O:24])=[CH:19][C:18]=4[O:27][CH3:28])=[N:11][C:10]=3[N:9]([CH2:29][CH3:30])[N:8]=2)[CH2:6][CH2:5][CH2:4][CH2:3][CH2:2]1, predict the reactants needed to synthesize it. The reactants are: [CH:1]1([C:7]2[C:15]3[C:14](=[O:16])[NH:13][C:12]([C:17]4[CH:22]=[CH:21][C:20]([S:23](Cl)(=[O:25])=[O:24])=[CH:19][C:18]=4[O:27][CH3:28])=[N:11][C:10]=3[N:9]([CH2:29][CH3:30])[N:8]=2)[CH2:6][CH2:5][CH2:4][CH2:3][CH2:2]1.[NH:31]1[CH2:37][CH2:36][CH2:35][NH:34][CH2:33][CH2:32]1. (3) Given the product [CH3:19][CH:3]1[CH:2]([OH:1])[C:6]([CH3:8])([CH3:7])[CH2:5][NH:4]1, predict the reactants needed to synthesize it. The reactants are: [OH:1][CH:2]1[C:6]([CH3:8])([CH3:7])[CH2:5][N:4](C(OCC2C=CC=CC=2)=O)[CH:3]1[CH3:19]. (4) Given the product [N+:1]([C:4]1[CH:21]=[CH:20][C:7]([O:8][C:9]2[C:18]3[C:13](=[CH:14][C:15]([O:19][CH2:24][C@H:25]([OH:26])[CH3:27])=[CH:16][CH:17]=3)[N:12]=[CH:11][CH:10]=2)=[CH:6][CH:5]=1)([O-:3])=[O:2], predict the reactants needed to synthesize it. The reactants are: [N+:1]([C:4]1[CH:21]=[CH:20][C:7]([O:8][C:9]2[C:18]3[C:13](=[CH:14][C:15]([OH:19])=[CH:16][CH:17]=3)[N:12]=[CH:11][CH:10]=2)=[CH:6][CH:5]=1)([O-:3])=[O:2].[OH-].[Na+].[CH3:24][C@@H:25]1[CH2:27][O:26]1. (5) The reactants are: Br.[Cl:2][C:3]1[CH:8]=[CH:7][C:6]([N+:9]([O-:11])=[O:10])=[CH:5][C:4]=1[C:12]1[N:13]=[C:14]([NH2:17])[S:15][CH:16]=1.[Cl:18][C:19]1[CH:24]=[C:23]([Cl:25])[CH:22]=[C:21]([Cl:26])[C:20]=1[S:27](Cl)(=[O:29])=[O:28]. Given the product [Cl:18][C:19]1[CH:24]=[C:23]([Cl:25])[CH:22]=[C:21]([Cl:26])[C:20]=1[S:27]([NH:17][C:14]1[S:15][CH:16]=[C:12]([C:4]2[CH:5]=[C:6]([N+:9]([O-:11])=[O:10])[CH:7]=[CH:8][C:3]=2[Cl:2])[N:13]=1)(=[O:29])=[O:28], predict the reactants needed to synthesize it.